From a dataset of Full USPTO retrosynthesis dataset with 1.9M reactions from patents (1976-2016). Predict the reactants needed to synthesize the given product. (1) Given the product [C:1]([O:5][C:6]([N:8]1[CH2:13][CH2:12][N:11]([CH2:22][CH:17]2[CH2:21][CH2:20][CH2:19][CH2:18]2)[C@@H:10]([C:14]([OH:16])=[O:15])[CH2:9]1)=[O:7])([CH3:4])([CH3:2])[CH3:3], predict the reactants needed to synthesize it. The reactants are: [C:1]([O:5][C:6]([N:8]1[CH2:13][CH2:12][NH:11][C@@H:10]([C:14]([OH:16])=[O:15])[CH2:9]1)=[O:7])([CH3:4])([CH3:3])[CH3:2].[CH:17]1([CH:22]=O)[CH2:21][CH2:20][CH2:19][CH2:18]1.C(O)(=O)C.[BH-](OC(C)=O)(OC(C)=O)OC(C)=O.[Na+]. (2) Given the product [CH3:14][CH:13]([CH3:15])[C@@H:9]([NH:8][C:6](=[O:7])[O:5][C:1]([CH3:2])([CH3:3])[CH3:4])[C:10](=[O:12])[NH:20][CH2:19][C:18]([F:22])([F:21])[F:17], predict the reactants needed to synthesize it. The reactants are: [C:1]([O:5][C:6]([NH:8][C@H:9]([CH:13]([CH3:15])[CH3:14])[C:10]([OH:12])=O)=[O:7])([CH3:4])([CH3:3])[CH3:2].Cl.[F:17][C:18]([F:22])([F:21])[CH2:19][NH2:20].C(Cl)CCl.C1C=CC2N(O)N=NC=2C=1.CCN(C(C)C)C(C)C. (3) Given the product [CH2:44]1[C:45]2[C:50](=[CH:49][CH:48]=[CH:47][CH:46]=2)[CH2:51][CH2:52][N:43]1[CH2:42][C@H:41]([OH:53])[CH2:40][NH:39][C:12]([C:7]1[CH:8]=[C:9]2[C:4](=[CH:5][CH:6]=1)[N:3]=[C:2]([CH3:1])[CH:11]=[CH:10]2)=[O:14], predict the reactants needed to synthesize it. The reactants are: [CH3:1][C:2]1[CH:11]=[CH:10][C:9]2[C:4](=[CH:5][CH:6]=[C:7]([C:12]([OH:14])=O)[CH:8]=2)[N:3]=1.CN(C(ON1N=NC2C=CC=NC1=2)=[N+](C)C)C.F[P-](F)(F)(F)(F)F.[NH2:39][CH2:40][C@@H:41]([OH:53])[CH2:42][N:43]1[CH2:52][CH2:51][C:50]2[C:45](=[CH:46][CH:47]=[CH:48][CH:49]=2)[CH2:44]1.